From a dataset of Reaction yield outcomes from USPTO patents with 853,638 reactions. Predict the reaction yield, written as a fraction of the theoretical maximum amount of product (1.0 means a 100% yield; for example, 0.34 means a 34% yield). (1) The reactants are C([O:8][C@@H:9]1[C@@H:14]([O:15]CC2C=CC=CC=2)[C@@H:13]([O:23]CC2C=CC=CC=2)[C@@H:12]([CH2:31][O:32]CC2C=CC=CC=2)[O:11][C@@:10]21[C:51]1[S:50][C:49]3[C:44](=[CH:45][CH:46]=[CH:47][C:48]=3[CH2:52][C:53]3[CH:58]=[CH:57][C:56]([CH2:59][CH3:60])=[CH:55][CH:54]=3)[C:43]=1[CH2:42][CH2:41][O:40]2)C1C=CC=CC=1. The catalyst is CO.C(OCC)(=O)C.[Pd]. The product is [CH2:59]([C:56]1[CH:55]=[CH:54][C:53]([CH2:52][C:48]2[CH:47]=[CH:46][CH:45]=[C:44]3[C:49]=2[S:50][C:51]2[C@@:10]4([C@H:9]([OH:8])[C@@H:14]([OH:15])[C@H:13]([OH:23])[C@@H:12]([CH2:31][OH:32])[O:11]4)[O:40][CH2:41][CH2:42][C:43]3=2)=[CH:58][CH:57]=1)[CH3:60]. The yield is 0.810. (2) The reactants are Cl[C:2]1[N:7]=[C:6]([NH:8][CH3:9])[N:5]=[C:4]([NH:10][CH2:11][C:12]#[CH:13])[N:3]=1.[CH:14]1([CH2:17][NH2:18])[CH2:16][CH2:15]1.C(NC1N=C(NC)N=C(NCC#C)N=1)C. No catalyst specified. The product is [CH:14]1([CH2:17][NH:18][C:2]2[N:7]=[C:6]([NH:8][CH3:9])[N:5]=[C:4]([NH:10][CH2:11][C:12]#[CH:13])[N:3]=2)[CH2:16][CH2:15]1. The yield is 0.530.